Dataset: Reaction yield outcomes from USPTO patents with 853,638 reactions. Task: Predict the reaction yield, written as a fraction of the theoretical maximum amount of product (1.0 means a 100% yield; for example, 0.34 means a 34% yield). (1) The reactants are Br[C:2]1[CH:7]=[CH:6][C:5]2[C:8]3([CH2:23][O:24][C:4]=2[CH:3]=1)[C:16]1[C:11](=[CH:12][CH:13]=[CH:14][CH:15]=1)[N:10]([CH2:17][CH2:18][CH2:19][CH2:20][CH3:21])[C:9]3=[O:22].[N:25]1[CH:30]=[CH:29][CH:28]=[C:27](B(O)O)[CH:26]=1.C(=O)([O-])[O-].[Na+].[Na+]. The catalyst is C([O-])(=O)C.[Pd+2].C([O-])(=O)C.CC1C(P(C2C(C)=CC=CC=2)C2C(C)=CC=CC=2)=CC=CC=1.COCCOC. The product is [CH2:17]([N:10]1[C:11]2[C:16](=[CH:15][CH:14]=[CH:13][CH:12]=2)[C:8]2([C:5]3[CH:6]=[CH:7][C:2]([C:27]4[CH:26]=[N:25][CH:30]=[CH:29][CH:28]=4)=[CH:3][C:4]=3[O:24][CH2:23]2)[C:9]1=[O:22])[CH2:18][CH2:19][CH2:20][CH3:21]. The yield is 0.670. (2) The reactants are [CH2:1]([O:8][C:9]1[CH:17]=[CH:16][C:12]([C:13](Cl)=[O:14])=[CH:11][CH:10]=1)[C:2]1[CH:7]=[CH:6][CH:5]=[CH:4]C=1.[CH3:18][N:19]1[CH2:24][CH2:23][CH:22]([O:25][C:26]2[CH:27]=[C:28]([CH:31]=[CH:32][CH:33]=2)[CH2:29][NH2:30])[CH2:21][CH2:20]1. The catalyst is C(Cl)Cl. The product is [CH3:18][N:19]1[CH2:24][CH2:23][CH:22]([O:25][C:26]2[CH:27]=[C:28]([CH:31]=[CH:32][CH:33]=2)[CH2:29][NH:30][C:13](=[O:14])[C:12]2[CH:11]=[CH:10][C:9]([O:8][C:1]3[CH:2]=[CH:7][CH:6]=[CH:5][CH:4]=3)=[CH:17][CH:16]=2)[CH2:21][CH2:20]1. The yield is 0.500.